From a dataset of Forward reaction prediction with 1.9M reactions from USPTO patents (1976-2016). Predict the product of the given reaction. (1) Given the reactants [NH2:1][C:2]1[S:3][C:4]([CH2:14][CH2:15][C:16]([OH:18])=O)=[C:5]([C:7]2[CH:12]=[CH:11][C:10]([Cl:13])=[CH:9][CH:8]=2)[N:6]=1.P(C#N)(OCC)(OCC)=O.Cl.[NH:30]1[CH2:35][CH2:34][S:33](=[O:37])(=[O:36])[CH2:32][CH2:31]1.C(N(CC)CC)C, predict the reaction product. The product is: [NH2:1][C:2]1[S:3][C:4]([CH2:14][CH2:15][C:16]([N:30]2[CH2:35][CH2:34][S:33](=[O:37])(=[O:36])[CH2:32][CH2:31]2)=[O:18])=[C:5]([C:7]2[CH:8]=[CH:9][C:10]([Cl:13])=[CH:11][CH:12]=2)[N:6]=1. (2) Given the reactants [N:1]1[N:2]=[CH:3][N:4]([CH2:6][C@@H:7]2[C@H:10]([NH:11][C:12](=[O:39])/[C:13](=[N:27]\[O:28][C:29]([CH3:38])([CH3:37])[C:30]([O:32]C(C)(C)C)=[O:31])/[C:14]3[N:15]=[C:16]([NH:19]C(OC(C)(C)C)=O)[S:17][CH:18]=3)[C:9](=[O:40])[N:8]2[S:41]([OH:44])(=[O:43])=[O:42])[CH:5]=1.C(O)(C(F)(F)F)=O, predict the reaction product. The product is: [N:1]1[N:2]=[CH:3][N:4]([CH2:6][C@@H:7]2[C@H:10]([NH:11][C:12](=[O:39])/[C:13](=[N:27]\[O:28][C:29]([CH3:38])([CH3:37])[C:30]([OH:32])=[O:31])/[C:14]3[N:15]=[C:16]([NH2:19])[S:17][CH:18]=3)[C:9](=[O:40])[N:8]2[S:41]([OH:44])(=[O:42])=[O:43])[CH:5]=1.